Predict which catalyst facilitates the given reaction. From a dataset of Catalyst prediction with 721,799 reactions and 888 catalyst types from USPTO. (1) Reactant: [Cl:1][C:2]1[C:3]([N:14]2[CH2:19][CH2:18][N:17]([C:20]([O:22][C:23]([CH3:26])([CH3:25])[CH3:24])=[O:21])[CH2:16][CH2:15]2)=[N:4][CH:5]=[C:6]([C:8]2[O:9][CH:10]([CH3:13])[CH2:11][N:12]=2)[CH:7]=1.C(C1C(=O)C(Cl)=C(Cl)C(=O)C=1C#N)#N. Product: [Cl:1][C:2]1[C:3]([N:14]2[CH2:19][CH2:18][N:17]([C:20]([O:22][C:23]([CH3:26])([CH3:25])[CH3:24])=[O:21])[CH2:16][CH2:15]2)=[N:4][CH:5]=[C:6]([C:8]2[O:9][C:10]([CH3:13])=[CH:11][N:12]=2)[CH:7]=1. The catalyst class is: 11. (2) The catalyst class is: 7. Reactant: [H-].[Al+3].[Li+].[H-].[H-].[H-].[F:7][C:8]1[CH:17]=[C:16]([C:18]2[CH:19]=[N:20][N:21]([CH3:23])[CH:22]=2)[CH:15]=[CH:14][C:9]=1[C:10](OC)=[O:11]. Product: [F:7][C:8]1[CH:17]=[C:16]([C:18]2[CH:19]=[N:20][N:21]([CH3:23])[CH:22]=2)[CH:15]=[CH:14][C:9]=1[CH2:10][OH:11].